Dataset: NCI-60 drug combinations with 297,098 pairs across 59 cell lines. Task: Regression. Given two drug SMILES strings and cell line genomic features, predict the synergy score measuring deviation from expected non-interaction effect. Drug 1: CS(=O)(=O)C1=CC(=C(C=C1)C(=O)NC2=CC(=C(C=C2)Cl)C3=CC=CC=N3)Cl. Drug 2: C1CC(=O)NC(=O)C1N2CC3=C(C2=O)C=CC=C3N. Cell line: RXF 393. Synergy scores: CSS=13.3, Synergy_ZIP=-3.30, Synergy_Bliss=1.11, Synergy_Loewe=0.749, Synergy_HSA=2.70.